Dataset: TCR-epitope binding with 47,182 pairs between 192 epitopes and 23,139 TCRs. Task: Binary Classification. Given a T-cell receptor sequence (or CDR3 region) and an epitope sequence, predict whether binding occurs between them. The epitope is VVYRGTTTY. The TCR CDR3 sequence is CAISDPGFYEQYF. Result: 1 (the TCR binds to the epitope).